Dataset: Reaction yield outcomes from USPTO patents with 853,638 reactions. Task: Predict the reaction yield, written as a fraction of the theoretical maximum amount of product (1.0 means a 100% yield; for example, 0.34 means a 34% yield). (1) The catalyst is CO.O. The reactants are [C:1]([C:4]1[CH:9]=[C:8]([Cl:10])[CH:7]=[CH:6][C:5]=1[NH:11][S:12]([C:15]([F:18])([F:17])[F:16])(=[O:14])=[O:13])(=O)[CH3:2].Cl.[F:20][C:21]([F:36])([F:35])[C:22]1[CH:30]=[CH:29][C:28]([C:31]([F:34])([F:33])[F:32])=[CH:27][C:23]=1[CH2:24][O:25][NH2:26].CC([O-])=O.[Na+].CC(O)=O. The yield is 0.190. The product is [F:20][C:21]([F:35])([F:36])[C:22]1[CH:30]=[CH:29][C:28]([C:31]([F:34])([F:32])[F:33])=[CH:27][C:23]=1[CH2:24][O:25][N:26]=[C:1]([C:4]1[CH:9]=[C:8]([Cl:10])[CH:7]=[CH:6][C:5]=1[NH:11][S:12]([C:15]([F:18])([F:17])[F:16])(=[O:14])=[O:13])[CH3:2]. (2) The reactants are Br[C:2]1[N:7]=[C:6]([CH:8]=[O:9])[CH:5]=[CH:4][C:3]=1[O:10][CH2:11][CH2:12][O:13][Si:14]([C:17]([CH3:20])([CH3:19])[CH3:18])([CH3:16])[CH3:15].[CH3:21][N:22]([CH3:34])[C:23]([C:25]1[CH:30]=[CH:29][C:28](B(O)O)=[CH:27][CH:26]=1)=[O:24].C([O-])([O-])=O.[Na+].[Na+]. The catalyst is C1C=CC([P]([Pd]([P](C2C=CC=CC=2)(C2C=CC=CC=2)C2C=CC=CC=2)([P](C2C=CC=CC=2)(C2C=CC=CC=2)C2C=CC=CC=2)[P](C2C=CC=CC=2)(C2C=CC=CC=2)C2C=CC=CC=2)(C2C=CC=CC=2)C2C=CC=CC=2)=CC=1. The product is [Si:14]([O:13][CH2:12][CH2:11][O:10][C:3]1[C:2]([C:28]2[CH:29]=[CH:30][C:25]([C:23]([N:22]([CH3:34])[CH3:21])=[O:24])=[CH:26][CH:27]=2)=[N:7][C:6]([CH:8]=[O:9])=[CH:5][CH:4]=1)([C:17]([CH3:20])([CH3:19])[CH3:18])([CH3:16])[CH3:15]. The yield is 0.650. (3) The reactants are [NH2:1][C:2]1[CH:7]=[CH:6][CH:5]=[CH:4][N:3]=1.C1N=CN([C:13](N2C=NC=C2)=[O:14])C=1.CCN(CC)CC.ClC1C=C(C=CC=1OC)C[N:32]1[CH2:37][CH2:36][CH:35]([NH:38][C:39]([N:41]2[CH2:46][CH2:45][C:44](=[CH:47][C:48]3[CH:53]=[C:52]([F:54])[CH:51]=[CH:50][C:49]=3[F:55])[CH2:43][CH2:42]2)=[O:40])[CH2:34][CH2:33]1. The catalyst is C(#N)C.O. The product is [F:55][C:49]1[CH:50]=[CH:51][C:52]([F:54])=[CH:53][C:48]=1[CH:47]=[C:44]1[CH2:43][CH2:42][N:41]([C:39]([NH:38][CH:35]2[CH2:36][CH2:37][N:32]([C:13](=[O:14])[NH:1][C:2]3[CH:7]=[CH:6][CH:5]=[CH:4][N:3]=3)[CH2:33][CH2:34]2)=[O:40])[CH2:46][CH2:45]1. The yield is 0.240. (4) The reactants are [Cl:1][C:2]1[N:7]=[C:6](Cl)[CH:5]=[C:4]([Cl:9])[N:3]=1.[C:10]([NH2:14])([CH3:13])([CH3:12])[CH3:11].C(=O)([O-])[O-].[K+].[K+]. The yield is 0.560. The product is [C:10]([NH:14][C:6]1[CH:5]=[C:4]([Cl:9])[N:3]=[C:2]([Cl:1])[N:7]=1)([CH3:13])([CH3:12])[CH3:11]. The catalyst is CN(C=O)C. (5) The reactants are [Cl:1][C:2]1[CH:7]=[C:6]([C:8]([F:11])([F:10])[F:9])[N:5]=[N:4][C:3]=1[NH:12][CH:13]1[CH2:18][CH2:17][N:16](C(OC(C)(C)C)=O)[CH2:15][CH2:14]1.Cl.C(O)(C)C. The catalyst is CO. The product is [Cl:1][C:2]1[CH:7]=[C:6]([C:8]([F:10])([F:11])[F:9])[N:5]=[N:4][C:3]=1[NH:12][CH:13]1[CH2:18][CH2:17][NH:16][CH2:15][CH2:14]1. The yield is 0.0900.